From a dataset of Full USPTO retrosynthesis dataset with 1.9M reactions from patents (1976-2016). Predict the reactants needed to synthesize the given product. (1) Given the product [CH2:1]([O:3][C:4](=[O:20])[C:5]([O:8][C:9]1[CH:18]=[C:17]([O:19][CH2:30][C:29]2[C:24]([CH:21]3[CH2:23][CH2:22]3)=[N:25][C:26]([C:32]3[CH:33]=[CH:34][C:35]([C:38]([F:40])([F:41])[F:39])=[CH:36][CH:37]=3)=[N:27][CH:28]=2)[C:16]2[C:11](=[CH:12][CH:13]=[CH:14][CH:15]=2)[CH:10]=1)([CH3:7])[CH3:6])[CH3:2], predict the reactants needed to synthesize it. The reactants are: [CH2:1]([O:3][C:4](=[O:20])[C:5]([O:8][C:9]1[CH:18]=[C:17]([OH:19])[C:16]2[C:11](=[CH:12][CH:13]=[CH:14][CH:15]=2)[CH:10]=1)([CH3:7])[CH3:6])[CH3:2].[CH:21]1([C:24]2[C:29]([CH2:30]O)=[CH:28][N:27]=[C:26]([C:32]3[CH:37]=[CH:36][C:35]([C:38]([F:41])([F:40])[F:39])=[CH:34][CH:33]=3)[N:25]=2)[CH2:23][CH2:22]1. (2) Given the product [CH2:1]([N:8]1[CH2:13][CH2:12][CH:11]([C:14]2[CH:18]=[CH:17][S:16][CH:15]=2)[CH:10]([C:19]([Cl:25])=[O:21])[CH2:9]1)[C:2]1[CH:7]=[CH:6][CH:5]=[CH:4][CH:3]=1, predict the reactants needed to synthesize it. The reactants are: [CH2:1]([N:8]1[CH2:13][CH2:12][CH:11]([C:14]2[CH:18]=[CH:17][S:16][CH:15]=2)[CH:10]([C:19]([OH:21])=O)[CH2:9]1)[C:2]1[CH:7]=[CH:6][CH:5]=[CH:4][CH:3]=1.C(Cl)(=O)C([Cl:25])=O. (3) Given the product [CH:10]([N:9]([CH2:8][C:7]1[CH:16]=[CH:17][C:4](/[CH:3]=[C:2](/[C:18]2[CH:22]=[C:21]([CH3:23])[N:20]([CH2:27][C:28]3[CH:29]=[CH:30][C:31]([N:34]([CH2:36][C:37]4[CH:42]=[CH:41][C:40]([O:43][CH3:44])=[C:39]([O:45][CH3:46])[CH:38]=4)[CH3:35])=[N:32][CH:33]=3)[N:19]=2)\[F:1])=[CH:5][CH:6]=1)[CH:13]([CH3:15])[CH3:14])([CH3:11])[CH3:12], predict the reactants needed to synthesize it. The reactants are: [F:1]/[C:2](/[C:18]1[CH:22]=[C:21]([CH3:23])[NH:20][N:19]=1)=[CH:3]\[C:4]1[CH:17]=[CH:16][C:7]([CH2:8][N:9]([CH:13]([CH3:15])[CH3:14])[CH:10]([CH3:12])[CH3:11])=[CH:6][CH:5]=1.Cl.Cl.Cl[CH2:27][C:28]1[CH:29]=[CH:30][C:31]([N:34]([CH2:36][C:37]2[CH:42]=[CH:41][C:40]([O:43][CH3:44])=[C:39]([O:45][CH3:46])[CH:38]=2)[CH3:35])=[N:32][CH:33]=1. (4) Given the product [NH:7]1[C:15]2[C:10](=[CH:11][CH:12]=[CH:13][CH:14]=2)[CH2:9][CH2:8]1, predict the reactants needed to synthesize it. The reactants are: [H-].[H-].[H-].[H-].[Li+].[Al+3].[NH:7]1[C:15]2[C:10](=[CH:11][CH:12]=[CH:13][CH:14]=2)[CH2:9][C:8]1=O.